This data is from Reaction yield outcomes from USPTO patents with 853,638 reactions. The task is: Predict the reaction yield, written as a fraction of the theoretical maximum amount of product (1.0 means a 100% yield; for example, 0.34 means a 34% yield). (1) The reactants are [CH3:1][C:2]([CH3:33])([CH3:32])[C:3](=[O:31])[CH2:4][O:5][C:6]1[CH:11]=[CH:10][C:9]([C:12]([C:17]2[CH:18]=[C:19]([CH3:29])[C:20]3[O:24][C:23]([C:25]([OH:27])=O)=[CH:22][C:21]=3[CH:28]=2)([CH2:15][CH3:16])[CH2:13][CH3:14])=[CH:8][C:7]=1[CH3:30].C(Cl)CCl.Cl.C([O:41][C:42](=[O:46])[CH2:43][NH:44][CH3:45])C. The catalyst is C(Cl)Cl.CN(C1C=CN=CC=1)C. The product is [CH3:32][C:2]([CH3:33])([CH3:1])[C:3](=[O:31])[CH2:4][O:5][C:6]1[CH:11]=[CH:10][C:9]([C:12]([C:17]2[CH:18]=[C:19]([CH3:29])[C:20]3[O:24][C:23]([C:25]([N:44]([CH2:43][C:42]([OH:46])=[O:41])[CH3:45])=[O:27])=[CH:22][C:21]=3[CH:28]=2)([CH2:15][CH3:16])[CH2:13][CH3:14])=[CH:8][C:7]=1[CH3:30]. The yield is 0.730. (2) The reactants are C[O:2][C:3]1[CH:4]=[C:5]([CH:11]=[C:12]([C:14]2[CH:19]=[CH:18][CH:17]=[CH:16][CH:15]=2)[CH3:13])[CH:6]=[C:7]([O:9]C)[CH:8]=1.B(Br)(Br)Br. No catalyst specified. The product is [CH3:13][C:12]([C:14]1[CH:19]=[CH:18][CH:17]=[CH:16][CH:15]=1)=[CH:11][C:5]1[CH:6]=[C:7]([OH:9])[CH:8]=[C:3]([OH:2])[CH:4]=1. The yield is 0.630. (3) The reactants are [CH3:1][N:2]1[C:10]2[C:9]([O:11][CH2:12][C:13]3[CH:18]=[CH:17][C:16]([N+:19]([O-])=O)=[CH:15][CH:14]=3)=[N:8][CH:7]=[N:6][C:5]=2[CH:4]=[CH:3]1. The catalyst is CO.[C].[Pd]. The product is [CH3:1][N:2]1[C:10]2[C:9]([O:11][CH2:12][C:13]3[CH:18]=[CH:17][C:16]([NH2:19])=[CH:15][CH:14]=3)=[N:8][CH:7]=[N:6][C:5]=2[CH:4]=[CH:3]1. The yield is 0.720. (4) The reactants are [CH:1]1([CH2:4][C:5]2[C:10]([C:11]3[CH:16]=[CH:15][N:14]=[C:13]([NH:17][C:18]4[CH:23]=[CH:22][N:21]=[CH:20][CH:19]=4)[N:12]=3)=[CH:9][N:8]=[C:7](SC)[N:6]=2)[CH2:3][CH2:2]1.[CH:26]([NH2:29])([CH3:28])[CH3:27]. The catalyst is CS(C)=O. The product is [CH:1]1([CH2:4][C:5]2[C:10]([C:11]3[CH:16]=[CH:15][N:14]=[C:13]([NH:17][C:18]4[CH:23]=[CH:22][N:21]=[CH:20][CH:19]=4)[N:12]=3)=[CH:9][N:8]=[C:7]([NH:29][CH:26]([CH3:28])[CH3:27])[N:6]=2)[CH2:3][CH2:2]1. The yield is 0.396. (5) The reactants are Cl.OS(O)(=O)=O.C[O:8][CH:9](OC)[CH2:10][N:11]1[C:15]([C:16]2[S:25][C:19]3[N:20]=[CH:21][N:22]=[C:23]([NH2:24])[C:18]=3[CH:17]=2)=[C:14]([C:26]2[CH:31]=[CH:30][CH:29]=[CH:28][CH:27]=2)[N:13]=[CH:12]1.C([O-])(O)=O.[Na+]. The catalyst is C1COCC1. The product is [NH2:24][C:23]1[C:18]2[CH:17]=[C:16]([C:15]3[N:11]([CH2:10][CH:9]=[O:8])[CH:12]=[N:13][C:14]=3[C:26]3[CH:31]=[CH:30][CH:29]=[CH:28][CH:27]=3)[S:25][C:19]=2[N:20]=[CH:21][N:22]=1. The yield is 0.740. (6) The reactants are [NH:1]1[CH:5]=[N:4][C:3]([S:6][CH2:7][CH2:8][OH:9])=[N:2]1.[H-].[Na+].Cl[C:13]1[CH:18]=[C:17]([C:19]#[N:20])[CH:16]=[CH:15][N:14]=1.Cl. The catalyst is CN(C=O)C. The product is [NH:1]1[CH:5]=[N:4][C:3]([S:6][CH2:7][CH2:8][O:9][C:13]2[CH:18]=[C:17]([C:19]#[N:20])[CH:16]=[CH:15][N:14]=2)=[N:2]1. The yield is 0.330. (7) The reactants are CO[C:3](=[O:25])[CH:4]([C:8]1[N:12]2[CH:13]=[C:14]([CH3:17])[CH:15]=[CH:16][C:11]2=[N:10][C:9]=1[C:18]1[CH:23]=[CH:22][C:21]([CH3:24])=[CH:20][CH:19]=1)[CH2:5][CH:6]=O.[CH3:26][NH2:27].[BH4-].[Na+].O. The catalyst is CO.CO.CCOC(C)=O. The product is [CH3:26][N:27]1[CH2:6][CH2:5][CH:4]([C:8]2[N:12]3[CH:13]=[C:14]([CH3:17])[CH:15]=[CH:16][C:11]3=[N:10][C:9]=2[C:18]2[CH:23]=[CH:22][C:21]([CH3:24])=[CH:20][CH:19]=2)[C:3]1=[O:25]. The yield is 0.190. (8) The yield is 0.517. The reactants are Br[CH2:2][CH2:3][O:4][Si:5]([C:8]([CH3:11])([CH3:10])[CH3:9])([CH3:7])[CH3:6].[Br:12][C:13]1[CH:19]=[CH:18][C:16]([NH2:17])=[CH:15][CH:14]=1.C(=O)([O-])[O-].[Na+].[Na+]. The catalyst is CN(C=O)C. The product is [Br:12][C:13]1[CH:19]=[CH:18][C:16]([NH:17][CH2:2][CH2:3][O:4][Si:5]([C:8]([CH3:11])([CH3:10])[CH3:9])([CH3:7])[CH3:6])=[CH:15][CH:14]=1. (9) The reactants are Cl[C:2]1[C:11]([C:12]([OH:14])=[O:13])=[CH:10][C:9]2[C:4](=[CH:5][CH:6]=[C:7]([Cl:15])[CH:8]=2)[N:3]=1.[CH3:16][CH:17]([NH2:21])[C:18]([OH:20])=[O:19]. No catalyst specified. The product is [C:18]([CH:17]([NH:21][C:2]1[C:11]([C:12]([OH:14])=[O:13])=[CH:10][C:9]2[C:4](=[CH:5][CH:6]=[C:7]([Cl:15])[CH:8]=2)[N:3]=1)[CH3:16])([OH:20])=[O:19]. The yield is 0.140. (10) The reactants are [OH:1][CH:2]1[CH2:6][CH2:5][N:4]([C:7]2[CH:8]=[CH:9][C:10]([CH3:20])=[C:11]([N:13]3[CH2:18][CH2:17][NH:16][CH2:15][C:14]3=[O:19])[CH:12]=2)[CH2:3]1.C(N(CC)CC)C.[Cl:28][C:29]1[C:37]([C:38]([F:41])([F:40])[F:39])=[CH:36][CH:35]=[CH:34][C:30]=1[C:31](Cl)=[O:32]. The catalyst is ClCCl. The product is [Cl:28][C:29]1[C:37]([C:38]([F:40])([F:41])[F:39])=[CH:36][CH:35]=[CH:34][C:30]=1[C:31]([N:16]1[CH2:17][CH2:18][N:13]([C:11]2[CH:12]=[C:7]([N:4]3[CH2:5][CH2:6][CH:2]([OH:1])[CH2:3]3)[CH:8]=[CH:9][C:10]=2[CH3:20])[C:14](=[O:19])[CH2:15]1)=[O:32]. The yield is 0.377.